Dataset: Full USPTO retrosynthesis dataset with 1.9M reactions from patents (1976-2016). Task: Predict the reactants needed to synthesize the given product. (1) The reactants are: [C:1]([O:4][C@@H:5]([C@:16]12[CH2:51][C:50](=[O:52])[C:49]([CH:53]([CH3:55])[CH3:54])=[C:17]1[C@@H:18]1[C@@:31]([CH3:34])([CH2:32][CH2:33]2)[C@@:30]2([CH3:35])[C@@H:21]([C@:22]3([CH3:48])[C@@H:27]([CH2:28][CH2:29]2)[C:26]([CH3:37])([CH3:36])[C@@H:25]([O:38][C:39](=[O:47])[CH2:40][C:41]([CH3:46])([CH3:45])[C:42]([OH:44])=[O:43])[CH2:24][CH2:23]3)[CH2:20][CH2:19]1)[CH2:6][NH:7][CH2:8][C:9]1[CH:14]=[CH:13][C:12]([Cl:15])=[CH:11][CH:10]=1)(=[O:3])[CH3:2].C=O.[BH3-][C:59]#N.[Na+]. Given the product [C:1]([O:4][C@@H:5]([C@:16]12[CH2:51][C:50](=[O:52])[C:49]([CH:53]([CH3:55])[CH3:54])=[C:17]1[C@@H:18]1[C@@:31]([CH3:34])([CH2:32][CH2:33]2)[C@@:30]2([CH3:35])[C@@H:21]([C@:22]3([CH3:48])[C@@H:27]([CH2:28][CH2:29]2)[C:26]([CH3:37])([CH3:36])[C@@H:25]([O:38][C:39](=[O:47])[CH2:40][C:41]([CH3:45])([CH3:46])[C:42]([OH:44])=[O:43])[CH2:24][CH2:23]3)[CH2:20][CH2:19]1)[CH2:6][N:7]([CH2:8][C:9]1[CH:10]=[CH:11][C:12]([Cl:15])=[CH:13][CH:14]=1)[CH3:59])(=[O:3])[CH3:2], predict the reactants needed to synthesize it. (2) Given the product [CH3:1][C@H:2]1[CH2:11][C@@H:10]([N:12]([C:16]2[CH:21]=[CH:20][CH:19]=[CH:18][CH:17]=2)[C:13](=[O:15])[CH3:14])[C:9]2[C:4](=[CH:5][CH:6]=[CH:7][CH:8]=2)[N:3]1[C:22]([C:24]1[S:25][CH:26]=[CH:27][C:28]=1[CH3:36])=[O:23], predict the reactants needed to synthesize it. The reactants are: [CH3:1][C@H:2]1[CH2:11][C@@H:10]([N:12]([C:16]2[CH:21]=[CH:20][CH:19]=[CH:18][CH:17]=2)[C:13](=[O:15])[CH3:14])[C:9]2[C:4](=[CH:5][CH:6]=[CH:7][CH:8]=2)[N:3]1[C:22]([C:24]1[S:25][C:26](C2C=CC=CC=2)=[CH:27][CH:28]=1)=[O:23].O1C=CC=[C:36]1C(Cl)=O.